From a dataset of Peptide-MHC class I binding affinity with 185,985 pairs from IEDB/IMGT. Regression. Given a peptide amino acid sequence and an MHC pseudo amino acid sequence, predict their binding affinity value. This is MHC class I binding data. (1) The peptide sequence is AVNAATYNR. The MHC is HLA-B15:01 with pseudo-sequence HLA-B15:01. The binding affinity (normalized) is 0.0847. (2) The peptide sequence is IHSDQLSKF. The MHC is HLA-B38:01 with pseudo-sequence HLA-B38:01. The binding affinity (normalized) is 0.368.